This data is from Forward reaction prediction with 1.9M reactions from USPTO patents (1976-2016). The task is: Predict the product of the given reaction. (1) Given the reactants [CH:1]1[C:11]2[CH2:10][CH2:9][C:8]3[CH:12]=[CH:13][CH:14]=[CH:15][C:7]=3[NH:6][C:5]=2[CH:4]=[CH:3][C:2]=1[CH2:16][OH:17], predict the reaction product. The product is: [CH:1]1[C:11]2[CH2:10][CH2:9][C:8]3[CH:12]=[CH:13][CH:14]=[CH:15][C:7]=3[NH:6][C:5]=2[CH:4]=[CH:3][C:2]=1[CH:16]=[O:17]. (2) Given the reactants [CH2:1]([S:3](Cl)(=[O:5])=[O:4])[CH3:2].[NH2:7][C:8]1[CH:9]=[C:10]([CH:15]=[CH:16][CH:17]=1)[C:11]([O:13][CH3:14])=[O:12].N1C=CC=CC=1, predict the reaction product. The product is: [CH2:1]([S:3]([NH:7][C:8]1[CH:9]=[C:10]([CH:15]=[CH:16][CH:17]=1)[C:11]([O:13][CH3:14])=[O:12])(=[O:5])=[O:4])[CH3:2]. (3) Given the reactants [C:1]1([S:7]([N:10]2[C:14]3=[N:15][CH:16]=[C:17]([CH2:19][O:20][CH3:21])[CH:18]=[C:13]3[CH:12]=[C:11]2[CH:22]([OH:29])[CH2:23][CH:24]2[CH2:28][CH2:27][CH2:26][CH2:25]2)(=[O:9])=[O:8])[CH:6]=[CH:5][CH:4]=[CH:3][CH:2]=1.CC(OI1(OC(C)=O)(OC(C)=O)OC(=O)C2C=CC=CC1=2)=O, predict the reaction product. The product is: [C:1]1([S:7]([N:10]2[C:14]3=[N:15][CH:16]=[C:17]([CH2:19][O:20][CH3:21])[CH:18]=[C:13]3[CH:12]=[C:11]2[C:22](=[O:29])[CH2:23][CH:24]2[CH2:28][CH2:27][CH2:26][CH2:25]2)(=[O:9])=[O:8])[CH:2]=[CH:3][CH:4]=[CH:5][CH:6]=1. (4) The product is: [F:43][C:39]1[CH:38]=[C:37]([NH:36][CH2:35][CH2:34][NH:1][CH:2]2[CH2:3][CH2:4][N:5]([CH2:8][C@H:9]3[N:19]4[C:20]5[N:11]([C:12](=[O:22])[CH:13]=[CH:14][C:15]=5[CH:16]=[CH:17][C:18]4=[O:21])[CH2:10]3)[CH2:6][CH2:7]2)[CH:42]=[CH:41][CH:40]=1. Given the reactants [NH2:1][CH:2]1[CH2:7][CH2:6][N:5]([CH2:8][C@H:9]2[N:19]3[C:20]4[N:11]([C:12](=[O:22])[CH:13]=[CH:14][C:15]=4[CH:16]=[CH:17][C:18]3=[O:21])[CH2:10]2)[CH2:4][CH2:3]1.C(=O)([O-])[O-].[K+].[K+].CS(O[CH2:34][CH2:35][NH:36][C:37]1[CH:42]=[CH:41][CH:40]=[C:39]([F:43])[CH:38]=1)(=O)=O, predict the reaction product. (5) The product is: [F:20][C:14]1[CH:15]=[CH:16][C:17]([I:19])=[CH:18][C:13]=1[N:6]1[CH:7]=[C:8]([O:11][CH3:12])[C:9](=[O:10])[C:4]([C:1]2[N:31]([C:25]3[CH:30]=[CH:29][CH:28]=[CH:27][CH:26]=3)[N:32]=[CH:21][CH:2]=2)=[N:5]1. Given the reactants [C:1]([C:4]1[C:9](=[O:10])[C:8]([O:11][CH3:12])=[CH:7][N:6]([C:13]2[CH:18]=[C:17]([I:19])[CH:16]=[CH:15][C:14]=2[F:20])[N:5]=1)(=O)[CH3:2].[CH3:21]C(O)=O.[C:25]1([NH:31][NH2:32])[CH:30]=[CH:29][CH:28]=[CH:27][CH:26]=1, predict the reaction product. (6) The product is: [C:1]([O:5][C:6]([NH:8][CH:9]([CH:13]([OH:15])[CH3:14])[C:10]([O:12][CH2:23][C:24]1[CH:29]=[CH:28][CH:27]=[CH:26][CH:25]=1)=[O:11])=[O:7])([CH3:4])([CH3:3])[CH3:2]. Given the reactants [C:1]([O:5][C:6]([NH:8][CH:9]([CH:13]([OH:15])[CH3:14])[C:10]([OH:12])=[O:11])=[O:7])([CH3:4])([CH3:3])[CH3:2].C([O-])([O-])=O.[K+].[K+].Br[CH2:23][C:24]1[CH:29]=[CH:28][CH:27]=[CH:26][CH:25]=1, predict the reaction product. (7) Given the reactants [H-].[H-].[H-].[H-].[Li+].[Al+3].[CH3:7][C:8]1[C:9]2[C:10]3([CH2:19][CH:20](C(C)(C)C(=O)C4C=CN=CC=4)[NH:21][CH:22]=2)[C:14](=[CH:15][CH:16]=1)[NH:13][CH:12]([CH:17]=O)C3.[CH2:34]1[CH2:38][O:37][CH2:36][CH2:35]1, predict the reaction product. The product is: [CH3:36][O:37]/[C:38](/[C:34]1[CH:35]=[CH:14][N:13]=[CH:12][CH:17]=1)=[C:12](\[N:13]1[C:14]2[CH:15]=[CH:16][C:8]([CH3:7])=[CH:9][C:10]=2[C:19]2[CH2:20][N:21]([CH3:22])[CH2:16][CH2:8][C:7]1=2)/[CH3:17]. (8) Given the reactants [H-].[Na+].[CH3:3][C:4]1[CH:9]=[CH:8][C:7]([C:10](=[O:12])[CH3:11])=[CH:6][CH:5]=1.O.C([O:16][C:17](=O)[CH2:18][CH3:19])C, predict the reaction product. The product is: [CH3:3][C:4]1[CH:9]=[CH:8][C:7]([C:10](=[O:12])[CH2:11][C:17](=[O:16])[CH2:18][CH3:19])=[CH:6][CH:5]=1. (9) Given the reactants [Br:1][C:2]1[CH:3]=[C:4]([CH3:11])[C:5]([F:10])=[C:6]([CH:9]=1)[CH:7]=O.C([O-])(=O)C.[Na+].Cl.[NH2:18][OH:19], predict the reaction product. The product is: [Br:1][C:2]1[CH:3]=[C:4]([CH3:11])[C:5]([F:10])=[C:6]([CH:9]=1)/[CH:7]=[N:18]/[OH:19]. (10) Given the reactants [C:1]([N:4]1[CH2:9][CH2:8][CH:7]([CH2:10][C:11]([NH:13][C:14]2[CH:19]=[N:18][C:17](Br)=[CH:16][N:15]=2)=[O:12])[CH2:6][CH2:5]1)(=[O:3])[CH3:2].[F:21][C:22]1[CH:27]=[C:26]([F:28])[CH:25]=[CH:24][C:23]=1B(O)O, predict the reaction product. The product is: [C:1]([N:4]1[CH2:9][CH2:8][CH:7]([CH2:10][C:11]([NH:13][C:14]2[CH:19]=[N:18][C:17]([C:25]3[CH:24]=[CH:23][C:22]([F:21])=[CH:27][C:26]=3[F:28])=[CH:16][N:15]=2)=[O:12])[CH2:6][CH2:5]1)(=[O:3])[CH3:2].